Dataset: Catalyst prediction with 721,799 reactions and 888 catalyst types from USPTO. Task: Predict which catalyst facilitates the given reaction. (1) Reactant: [S:1]=[C:2]1[NH:7][C:6](=[O:8])[N:5]2[N:9]=[CH:10][CH:11]=[C:4]2[NH:3]1.[OH-].[Na+].[CH3:14]I. Product: [CH3:14][S:1][C:2]1[NH:7][C:6](=[O:8])[N:5]2[N:9]=[CH:10][CH:11]=[C:4]2[N:3]=1. The catalyst class is: 14. (2) Reactant: [Br:1][C:2]1[C:7]([CH3:8])=[CH:6][CH:5]=[CH:4][C:3]=1[NH:9][C:10](=[O:14])[CH:11]=NO.CS(O)(=O)=[O:17]. Product: [Br:1][C:2]1[C:7]([CH3:8])=[CH:6][CH:5]=[C:4]2[C:3]=1[NH:9][C:10](=[O:14])[C:11]2=[O:17]. The catalyst class is: 6. (3) Reactant: [Br:1][C:2]1[CH:13]=[CH:12][C:5]2[CH2:6][CH2:7][CH2:8][CH2:9][C:10](=[O:11])[C:4]=2[CH:3]=1.[C:14](=O)([O:17]C)[O:15][CH3:16].[H-].[Na+]. Product: [Br:1][C:2]1[CH:13]=[CH:12][C:5]2[CH2:6][CH2:7][CH2:8][CH:9]([C:14]([O:15][CH3:16])=[O:17])[C:10](=[O:11])[C:4]=2[CH:3]=1. The catalyst class is: 33.